This data is from Reaction yield outcomes from USPTO patents with 853,638 reactions. The task is: Predict the reaction yield, written as a fraction of the theoretical maximum amount of product (1.0 means a 100% yield; for example, 0.34 means a 34% yield). The reactants are [H-].[Na+].[O:3]=[C:4]1[C:13]2[C:8](=[CH:9][CH:10]=[CH:11][CH:12]=2)[CH2:7][C@H:6]([C:14]([O:16][CH3:17])=[O:15])[NH:5]1.Br[CH:19]([CH3:24])[C:20]([O:22][CH3:23])=[O:21]. The catalyst is CN(C=O)C. The product is [CH3:23][O:22][C:20](=[O:21])[CH:19]([N:5]1[CH:6]([C:14]([O:16][CH3:17])=[O:15])[CH2:7][C:8]2[C:13](=[CH:12][CH:11]=[CH:10][CH:9]=2)[C:4]1=[O:3])[CH3:24]. The yield is 0.290.